From a dataset of Forward reaction prediction with 1.9M reactions from USPTO patents (1976-2016). Predict the product of the given reaction. (1) Given the reactants [N:1]1[CH:6]=[CH:5][C:4]([CH2:7]C(C2C=CC(OCC3C=CC4C(=CC=CC=4)N=3)=CC=2)=O)=[CH:3][CH:2]=1.[F:28][C:29]1[C:40]([F:41])=[C:39]([O:42][CH2:43][C:44]2[CH:53]=[CH:52][C:51]3[C:46](=[CH:47][CH:48]=[CH:49][CH:50]=3)[N:45]=2)[CH:38]=[CH:37][C:30]=1[C:31](N(OC)C)=[O:32], predict the reaction product. The product is: [F:28][C:29]1[C:40]([F:41])=[C:39]([O:42][CH2:43][C:44]2[CH:53]=[CH:52][C:51]3[C:46](=[CH:47][CH:48]=[CH:49][CH:50]=3)[N:45]=2)[CH:38]=[CH:37][C:30]=1[C:31](=[O:32])[CH2:7][C:4]1[CH:5]=[CH:6][N:1]=[CH:2][CH:3]=1. (2) Given the reactants [NH2:1][C:2]1[CH:3]=[N:4][C:5]2[C:10]([C:11]=1[Cl:12])=[CH:9][CH:8]=[CH:7][CH:6]=2.[CH:13]1([C:19](Cl)=[O:20])[CH2:18][CH2:17][CH2:16][CH2:15][CH2:14]1.ClC(Cl)C, predict the reaction product. The product is: [Cl:12][C:11]1[C:10]2[C:5](=[CH:6][CH:7]=[CH:8][CH:9]=2)[N:4]=[CH:3][C:2]=1[NH:1][C:19]([CH:13]1[CH2:18][CH2:17][CH2:16][CH2:15][CH2:14]1)=[O:20]. (3) Given the reactants [C:1]([O:5][C@@H:6]([C:11]1[C:40]([CH3:41])=[CH:39][C:38]2=[N:42][C:35]3=[C:36]([Cl:43])[N:37]2[C:12]=1[N:13]1[CH2:49][CH2:48][C:16]([CH3:50])([O:17][CH2:18][CH2:19][CH2:20][CH2:21][C@H:22]([CH3:47])[O:23][C:24]2[CH:25]=[C:26]([CH3:46])[C:27]([F:45])=[CH:28][C:29]=2[C:30]2[CH:44]=[C:34]3[CH:33]=[CH:32][CH:31]=2)[CH2:15][CH2:14]1)[C:7]([O:9]C)=[O:8])([CH3:4])([CH3:3])[CH3:2].C(O[C@@H](C1C(C)=CC2=NC3=CN2C=1N1CCC(C)(OCC=CC[C@H](C)OC2C=C(F)C=CC=2C2C=C3C=CC=2)CC1)C(O)=O)(C)(C)C, predict the reaction product. The product is: [C:1]([O:5][C@@H:6]([C:11]1[C:40]([CH3:41])=[CH:39][C:38]2=[N:42][C:35]3=[C:36]([Cl:43])[N:37]2[C:12]=1[N:13]1[CH2:14][CH2:15][C:16]([CH3:50])([O:17][CH2:18][CH2:19][CH2:20][CH2:21][C@H:22]([CH3:47])[O:23][C:24]2[CH:25]=[C:26]([CH3:46])[C:27]([F:45])=[CH:28][C:29]=2[C:30]2[CH:44]=[C:34]3[CH:33]=[CH:32][CH:31]=2)[CH2:48][CH2:49]1)[C:7]([OH:9])=[O:8])([CH3:4])([CH3:2])[CH3:3]. (4) Given the reactants [O:1]=[C:2]1[N:10]([CH2:11][C:12]([OH:14])=[O:13])[C:5]2[CH:6]=[N:7][CH:8]=[CH:9][C:4]=2[N:3]1[CH:15]1[CH2:20][CH2:19][NH:18][CH2:17][CH2:16]1.[Cl:21][C:22]1[CH:27]=[C:26]([F:28])[CH:25]=[CH:24][C:23]=1[S:29](Cl)(=[O:31])=[O:30], predict the reaction product. The product is: [Cl:21][C:22]1[CH:27]=[C:26]([F:28])[CH:25]=[CH:24][C:23]=1[S:29]([N:18]1[CH2:19][CH2:20][CH:15]([N:3]2[C:4]3[CH:9]=[CH:8][N:7]=[CH:6][C:5]=3[N:10]([CH2:11][C:12]([OH:14])=[O:13])[C:2]2=[O:1])[CH2:16][CH2:17]1)(=[O:31])=[O:30]. (5) Given the reactants Cl[C:2]1[CH:7]=[CH:6][N:5]2[CH:8]=[CH:9][N:10]=[C:4]2[CH:3]=1.[CH3:11][S:12]([C:15]1[CH:20]=[CH:19][C:18](B(O)O)=[CH:17][CH:16]=1)(=[O:14])=[O:13].C(=O)([O-])[O-].[Cs+].[Cs+].COCCOC, predict the reaction product. The product is: [CH3:11][S:12]([C:15]1[CH:20]=[CH:19][C:18]([C:2]2[CH:7]=[CH:6][N:5]3[CH:8]=[CH:9][N:10]=[C:4]3[CH:3]=2)=[CH:17][CH:16]=1)(=[O:14])=[O:13].